Dataset: Full USPTO retrosynthesis dataset with 1.9M reactions from patents (1976-2016). Task: Predict the reactants needed to synthesize the given product. (1) Given the product [CH3:1][O:2][C:3]1[CH:4]=[C:5]([CH:31]=[CH:32][C:33]=1[O:34][CH3:35])[CH2:6][CH:7]1[C:16]2[C:11](=[C:12]([O:18][CH3:19])[CH:13]=[CH:14][C:15]=2[O:17][CH:37]([CH2:39][CH3:40])[CH3:38])[CH2:10][CH2:9][N:8]1[CH2:20][C:21]([NH:23][CH2:24][C:25]1[CH:30]=[CH:29][CH:28]=[CH:27][N:26]=1)=[O:22], predict the reactants needed to synthesize it. The reactants are: [CH3:1][O:2][C:3]1[CH:4]=[C:5]([CH:31]=[CH:32][C:33]=1[O:34][CH3:35])[CH2:6][CH:7]1[C:16]2[C:11](=[C:12]([O:18][CH3:19])[CH:13]=[CH:14][C:15]=2[OH:17])[CH2:10][CH2:9][N:8]1[CH2:20][C:21]([NH:23][CH2:24][C:25]1[CH:30]=[CH:29][CH:28]=[CH:27][N:26]=1)=[O:22].Br[CH:37]([CH2:39][CH3:40])[CH3:38]. (2) Given the product [CH2:19]([NH:26][C:15]([C:11]1[S:10][C:9]([N:6]2[CH:7]=[CH:8][C:3]([O:2][CH3:1])=[CH:4][C:5]2=[O:18])=[N:13][C:12]=1[CH3:14])=[O:17])[C:20]1[CH:25]=[CH:24][CH:23]=[CH:22][CH:21]=1, predict the reactants needed to synthesize it. The reactants are: [CH3:1][O:2][C:3]1[CH:8]=[CH:7][N:6]([C:9]2[S:10][C:11]([C:15]([OH:17])=O)=[C:12]([CH3:14])[N:13]=2)[C:5](=[O:18])[CH:4]=1.[CH2:19]([NH2:26])[C:20]1[CH:25]=[CH:24][CH:23]=[CH:22][CH:21]=1.